From a dataset of Forward reaction prediction with 1.9M reactions from USPTO patents (1976-2016). Predict the product of the given reaction. Given the reactants [C:1]([O:5][C@@H:6]([C:11]1[C:40]([CH3:41])=[CH:39][C:38]2=[N:42][C:35]3=[CH:36][N:37]2[C:12]=1[N:13]1[CH2:48][CH2:47][C:16]([CH3:49])([O:17][CH2:18][CH2:19][CH2:20][CH2:21][C@H:22]([CH3:46])[O:23][C:24]2[CH:25]=[C:26]([CH3:45])[C:27]([F:44])=[CH:28][C:29]=2[C:30]2[CH:43]=[C:34]3[CH:33]=[CH:32][CH:31]=2)[CH2:15][CH2:14]1)[C:7]([O:9]C)=[O:8])([CH3:4])([CH3:3])[CH3:2].C(O[C@@H](C1C(C)=CC2=NC3=CN2C=1N1CCC(C)(OCC=CC[C@H](C)OC2C=C(F)C=CC=2C2C=C3C=CC=2)CC1)C(O)=O)(C)(C)C, predict the reaction product. The product is: [C:1]([O:5][C@@H:6]([C:11]1[C:40]([CH3:41])=[CH:39][C:38]2=[N:42][C:35]3=[CH:36][N:37]2[C:12]=1[N:13]1[CH2:14][CH2:15][C:16]([CH3:49])([O:17][CH2:18][CH2:19][CH2:20][CH2:21][C@H:22]([CH3:46])[O:23][C:24]2[CH:25]=[C:26]([CH3:45])[C:27]([F:44])=[CH:28][C:29]=2[C:30]2[CH:43]=[C:34]3[CH:33]=[CH:32][CH:31]=2)[CH2:47][CH2:48]1)[C:7]([OH:9])=[O:8])([CH3:4])([CH3:2])[CH3:3].